Dataset: Forward reaction prediction with 1.9M reactions from USPTO patents (1976-2016). Task: Predict the product of the given reaction. (1) Given the reactants [CH3:1][O:2][C:3]1[CH:4]=[C:5]([C:12]2[O:13][CH:14]=[C:15]([C:17]([O:19][CH3:20])=[O:18])[N:16]=2)[CH:6]=[CH:7][C:8]=1[N+:9]([O-])=O, predict the reaction product. The product is: [NH2:9][C:8]1[CH:7]=[CH:6][C:5]([C:12]2[O:13][CH:14]=[C:15]([C:17]([O:19][CH3:20])=[O:18])[N:16]=2)=[CH:4][C:3]=1[O:2][CH3:1]. (2) Given the reactants [CH2:1]([S:8][C:9]1[CH:10]=[CH:11][C:12]([NH:22][C:23]2[C:32]([O:33][CH3:34])=[CH:31][C:30]3[C:25](=[CH:26][CH:27]=[CH:28][CH:29]=3)[CH:24]=2)=[C:13](/[CH:15]=[CH:16]/[C:17]([O:19]CC)=O)[CH:14]=1)[C:2]1[CH:7]=[CH:6][CH:5]=[CH:4][CH:3]=1.C[O-].[Na+], predict the reaction product. The product is: [CH2:1]([S:8][C:9]1[CH:14]=[C:13]2[C:12](=[CH:11][CH:10]=1)[N:22]([C:23]1[C:32]([O:33][CH3:34])=[CH:31][C:30]3[C:25](=[CH:26][CH:27]=[CH:28][CH:29]=3)[CH:24]=1)[C:17](=[O:19])[CH:16]=[CH:15]2)[C:2]1[CH:3]=[CH:4][CH:5]=[CH:6][CH:7]=1. (3) Given the reactants [N:1]1[CH:6]=[CH:5][C:4]([C:7]2[C:8]([C:20]3[CH:21]=[C:22]([CH:37]=[CH:38][CH:39]=3)[CH2:23][NH:24][C:25](=[O:36])[C:26]3[CH:31]=[CH:30][C:29]([C:32]([F:35])([F:34])[F:33])=[CH:28][CH:27]=3)=[N:9][N:10](COCC[Si](C)(C)C)[CH:11]=2)=[CH:3][CH:2]=1, predict the reaction product. The product is: [N:1]1[CH:6]=[CH:5][C:4]([C:7]2[C:8]([C:20]3[CH:21]=[C:22]([CH:37]=[CH:38][CH:39]=3)[CH2:23][NH:24][C:25](=[O:36])[C:26]3[CH:31]=[CH:30][C:29]([C:32]([F:34])([F:35])[F:33])=[CH:28][CH:27]=3)=[N:9][NH:10][CH:11]=2)=[CH:3][CH:2]=1. (4) Given the reactants N[C:2]1[CH:3]=[CH:4][C:5]([O:8][C:9]2[CH:10]=[C:11]3[C:16](=[CH:17][CH:18]=2)[O:15][CH:14]([C:19]2[CH:24]=[CH:23][CH:22]=[CH:21][CH:20]=2)[CH2:13][CH2:12]3)=[N:6][CH:7]=1.C=O.[C:27]([BH3-])#[N:28].[Na+].[C:31](O)(=O)C, predict the reaction product. The product is: [CH3:31][N:28]([CH3:27])[C:2]1[CH:7]=[N:6][C:5]([O:8][C:9]2[CH:10]=[C:11]3[C:16](=[CH:17][CH:18]=2)[O:15][CH:14]([C:19]2[CH:24]=[CH:23][CH:22]=[CH:21][CH:20]=2)[CH2:13][CH2:12]3)=[CH:4][CH:3]=1. (5) Given the reactants [H-].[Na+].[NH:3]1[C:7]2=[N:8][CH:9]=[CH:10][CH:11]=[C:6]2[C:5]([C:12]([O:14][CH3:15])=[O:13])=[CH:4]1.F[C:17]1[CH:22]=[CH:21][CH:20]=[CH:19][N:18]=1, predict the reaction product. The product is: [N:18]1[CH:19]=[CH:20][CH:21]=[CH:22][C:17]=1[N:3]1[C:7]2=[N:8][CH:9]=[CH:10][CH:11]=[C:6]2[C:5]([C:12]([O:14][CH3:15])=[O:13])=[CH:4]1. (6) Given the reactants C([O:4][CH2:5][C:6]1[C:7]([N:32]2[CH2:44][CH2:43][N:35]3[C:36]4[CH2:37][CH2:38][CH2:39][CH2:40][C:41]=4[CH:42]=[C:34]3[C:33]2=[O:45])=[N:8][CH:9]=[CH:10][C:11]=1[C:12]1[CH:17]=[C:16]([NH:18][C:19]2[CH:29]=[C:22]3[CH2:23][N:24]([CH3:28])[CH:25]([CH3:27])[CH2:26][N:21]3[N:20]=2)[C:15](=[O:30])[N:14]([CH3:31])[CH:13]=1)(=O)C.[OH-].[Li+], predict the reaction product. The product is: [CH3:28][N:24]1[CH:25]([CH3:27])[CH2:26][N:21]2[N:20]=[C:19]([NH:18][C:16]3[C:15](=[O:30])[N:14]([CH3:31])[CH:13]=[C:12]([C:11]4[CH:10]=[CH:9][N:8]=[C:7]([N:32]5[CH2:44][CH2:43][N:35]6[C:36]7[CH2:37][CH2:38][CH2:39][CH2:40][C:41]=7[CH:42]=[C:34]6[C:33]5=[O:45])[C:6]=4[CH2:5][OH:4])[CH:17]=3)[CH:29]=[C:22]2[CH2:23]1. (7) Given the reactants [CH3:1][C:2]([C@@H:4]1[C@@:8]2([CH3:23])[CH2:9][CH2:10][C@@H:11]3[C@@:16]4([CH3:22])[CH2:17][CH2:18][C@H:19]([OH:21])[CH2:20][C@@H:15]4[CH2:14][CH2:13][C@H:12]3[C@@H:7]2[CH2:6][CH2:5]1)=[O:3].[C:24](OC(=O)C)(=[O:26])[CH3:25].Cl, predict the reaction product. The product is: [C:24]([O:21][C@H:19]1[CH2:18][CH2:17][C@@:16]2([CH3:22])[C@@H:15]([CH2:14][CH2:13][C@@H:12]3[C@@H:11]2[CH2:10][CH2:9][C@@:8]2([CH3:23])[C@H:7]3[CH2:6][CH2:5][C@@H:4]2[C:2](=[O:3])[CH3:1])[CH2:20]1)(=[O:26])[CH3:25]. (8) Given the reactants [C:1]([C:3]1[CH:12]=[C:11]2[C:6]([CH:7]=[CH:8][C:9](=[O:29])[N:10]2[CH2:13][CH2:14][N:15]2[CH2:20][CH2:19][CH:18]([NH:21]C(=O)OC(C)(C)C)[CH2:17][CH2:16]2)=[N:5][CH:4]=1)#[N:2].Cl.C(OCC)(=O)C.C(=O)([O-])O.[Na+], predict the reaction product. The product is: [NH2:21][CH:18]1[CH2:17][CH2:16][N:15]([CH2:14][CH2:13][N:10]2[C:11]3[C:6](=[N:5][CH:4]=[C:3]([C:1]#[N:2])[CH:12]=3)[CH:7]=[CH:8][C:9]2=[O:29])[CH2:20][CH2:19]1. (9) Given the reactants [CH3:1][O:2][C:3](=[O:20])[C@@H:4]([O:17][CH2:18][CH3:19])[CH2:5][C:6]1[CH:11]=[CH:10][C:9]([OH:12])=[CH:8][C:7]=1[C:13]([F:16])([F:15])[F:14].Cl[CH2:22][C:23]1[N:24]=[C:25]([C:29]2[CH:34]=[CH:33][CH:32]=[CH:31][C:30]=2[F:35])[O:26][C:27]=1[CH3:28].FC1C=CC=CC=1C=O.O=P(Cl)(Cl)Cl.C(=O)([O-])[O-].[Cs+].[Cs+].[I-].[K+], predict the reaction product. The product is: [CH3:1][O:2][C:3](=[O:20])[C@@H:4]([O:17][CH2:18][CH3:19])[CH2:5][C:6]1[CH:11]=[CH:10][C:9]([O:12][CH2:22][C:23]2[N:24]=[C:25]([C:29]3[CH:34]=[CH:33][CH:32]=[CH:31][C:30]=3[F:35])[O:26][C:27]=2[CH3:28])=[CH:8][C:7]=1[C:13]([F:16])([F:14])[F:15]. (10) Given the reactants [Cl:1][C:2]1[CH:3]=[C:4]([CH:25]=[CH:26][C:27]=1[O:28][CH3:29])[CH2:5][O:6][C:7]1[C:12]([C:13]([NH:15][CH2:16][C:17]2[N:22]=[CH:21][CH:20]=[CH:19][N:18]=2)=[O:14])=[CH:11][N:10]=[C:9]([S:23][CH3:24])[N:8]=1.C1C=C(Cl)C=C(C(OO)=[O:38])C=1, predict the reaction product. The product is: [Cl:1][C:2]1[CH:3]=[C:4]([CH:25]=[CH:26][C:27]=1[O:28][CH3:29])[CH2:5][O:6][C:7]1[C:12]([C:13]([NH:15][CH2:16][C:17]2[N:18]=[CH:19][CH:20]=[CH:21][N:22]=2)=[O:14])=[CH:11][N:10]=[C:9]([S:23]([CH3:24])=[O:38])[N:8]=1.